Dataset: Forward reaction prediction with 1.9M reactions from USPTO patents (1976-2016). Task: Predict the product of the given reaction. (1) Given the reactants [C:1]([C:3]1[CH:4]=[C:5]([C:13]([OH:15])=O)[CH:6]=[N:7][C:8]=1[NH:9][CH:10]([CH3:12])[CH3:11])#[N:2].C(Cl)(=O)C(Cl)=O.CN(C=O)C.O[NH:28][C:29](=[NH:48])[C:30]1[C:31]([CH3:47])=[C:32]2[C:37](=[CH:38][CH:39]=1)[CH2:36][N:35]([C:40]([O:42][C:43]([CH3:46])([CH3:45])[CH3:44])=[O:41])[CH2:34][CH2:33]2, predict the reaction product. The product is: [C:1]([C:3]1[CH:4]=[C:5]([C:13]2[O:15][N:28]=[C:29]([C:30]3[C:31]([CH3:47])=[C:32]4[C:37](=[CH:38][CH:39]=3)[CH2:36][N:35]([C:40]([O:42][C:43]([CH3:45])([CH3:44])[CH3:46])=[O:41])[CH2:34][CH2:33]4)[N:48]=2)[CH:6]=[N:7][C:8]=1[NH:9][CH:10]([CH3:11])[CH3:12])#[N:2]. (2) Given the reactants [NH2:1][C@@H:2]1[C:11]2[C:6](=[CH:7][CH:8]=[C:9]([Br:12])[CH:10]=2)[O:5][CH2:4][C@H:3]1[OH:13].C[C@]1(C(O)=O)C(C)(C)[C@@H](C(O)=O)CC1.C(#N)C, predict the reaction product. The product is: [NH2:1][C@H:2]1[C:11]2[C:6](=[CH:7][CH:8]=[C:9]([Br:12])[CH:10]=2)[O:5][CH2:4][C@@H:3]1[OH:13].